From a dataset of Full USPTO retrosynthesis dataset with 1.9M reactions from patents (1976-2016). Predict the reactants needed to synthesize the given product. The reactants are: C(OC([NH:8][C@H:9]([C:30]([O:32][CH3:33])=[O:31])[CH2:10][C:11]1[CH:12]=[N:13][C:14]([N:17]2[C:22](=[O:23])[C:21]3[CH:24]=[CH:25][N:26]=[CH:27][C:20]=3[N:19]([CH3:28])[C:18]2=[O:29])=[CH:15][CH:16]=1)=O)(C)(C)C.[ClH:34].C(OCC)(=O)C. Given the product [ClH:34].[CH3:28][N:19]1[C:20]2[CH:27]=[N:26][CH:25]=[CH:24][C:21]=2[C:22](=[O:23])[N:17]([C:14]2[N:13]=[CH:12][C:11]([CH2:10][C@@H:9]([C:30]([O:32][CH3:33])=[O:31])[NH2:8])=[CH:16][CH:15]=2)[C:18]1=[O:29], predict the reactants needed to synthesize it.